This data is from Reaction yield outcomes from USPTO patents with 853,638 reactions. The task is: Predict the reaction yield, written as a fraction of the theoretical maximum amount of product (1.0 means a 100% yield; for example, 0.34 means a 34% yield). (1) The reactants are C[O:2][C:3](=[O:25])[C:4]1[CH:9]=[CH:8][C:7]([O:10][CH2:11][C:12]2[C:13]([C:18]3[CH:23]=[CH:22][C:21]([Cl:24])=[CH:20][N:19]=3)=[N:14][O:15][C:16]=2[CH3:17])=[N:6][CH:5]=1.COC(=O)C1C=CC(OCC2C(C3C=CC=CN=3)=NOC=2C)=NC=1. No catalyst specified. The product is [Cl:24][C:21]1[CH:22]=[CH:23][C:18]([C:13]2[C:12]([CH2:11][O:10][C:7]3[CH:8]=[CH:9][C:4]([C:3]([OH:25])=[O:2])=[CH:5][N:6]=3)=[C:16]([CH3:17])[O:15][N:14]=2)=[N:19][CH:20]=1. The yield is 0.350. (2) The reactants are [C:1]([CH2:3][CH2:4][C:5]([CH2:16][CH2:17][C:18]#[N:19])([C:11]([O:13]CC)=[O:12])[C:6]([O:8]CC)=[O:7])#[N:2].C[N+](C)(C)C.[OH-].Cl. No catalyst specified. The product is [C:18]([CH2:17][CH2:16][C:5]([CH2:4][CH2:3][C:1]#[N:2])([C:11]([OH:13])=[O:12])[C:6]([OH:8])=[O:7])#[N:19]. The yield is 0.158.